Dataset: Full USPTO retrosynthesis dataset with 1.9M reactions from patents (1976-2016). Task: Predict the reactants needed to synthesize the given product. The reactants are: [Br:1][C:2]1[CH:3]=[C:4]2[C:9](=[O:10])[O:8][C:6](=[O:7])[C:5]2=[CH:11][CH:12]=1.[Cl-].[Al+3].[Cl-].[Cl-]. Given the product [C:9]([C:4]1[CH:3]=[C:2]([Br:1])[CH:12]=[CH:11][C:5]=1[C:6]([OH:8])=[O:7])(=[O:10])[C:2]1[CH:3]=[CH:4][CH:5]=[CH:11][CH:12]=1, predict the reactants needed to synthesize it.